This data is from Reaction yield outcomes from USPTO patents with 853,638 reactions. The task is: Predict the reaction yield, written as a fraction of the theoretical maximum amount of product (1.0 means a 100% yield; for example, 0.34 means a 34% yield). The reactants are CCN(C(C)C)C(C)C.Cl.[NH2:11][C@@H:12]([CH2:31][CH2:32][C:33]1[CH:38]=[CH:37][CH:36]=[CH:35][CH:34]=1)[C:13]([NH:15][C@@H:16]([CH2:27][CH:28]([CH3:30])[CH3:29])[C:17]([O:19][CH2:20][C:21]1[CH:26]=[CH:25][CH:24]=[CH:23][CH:22]=1)=[O:18])=[O:14].[O:39]1[CH2:44][CH2:43][N:42]([CH2:45][C:46](O)=[O:47])[CH2:41][CH2:40]1.CN(C(ON1N=NC2C=CC=NC1=2)=[N+](C)C)C.F[P-](F)(F)(F)(F)F. The catalyst is C(Cl)Cl. The product is [CH3:29][CH:28]([CH3:30])[CH2:27][C@H:16]([NH:15][C:13](=[O:14])[C@@H:12]([NH:11][C:46](=[O:47])[CH2:45][N:42]1[CH2:43][CH2:44][O:39][CH2:40][CH2:41]1)[CH2:31][CH2:32][C:33]1[CH:34]=[CH:35][CH:36]=[CH:37][CH:38]=1)[C:17]([O:19][CH2:20][C:21]1[CH:22]=[CH:23][CH:24]=[CH:25][CH:26]=1)=[O:18]. The yield is 0.980.